The task is: Predict the reaction yield, written as a fraction of the theoretical maximum amount of product (1.0 means a 100% yield; for example, 0.34 means a 34% yield).. This data is from Reaction yield outcomes from USPTO patents with 853,638 reactions. (1) The reactants are [OH-].[K+].[Br:3][C:4]1[CH:5]=[CH:6][C:7]2[NH:8][C:9]3[C:14]([C:15]=2[CH:16]=1)=[CH:13][C:12]([Br:17])=[CH:11][CH:10]=3.Br[CH2:19][CH2:20][CH:21]1[O:23][CH2:22]1. The catalyst is CN(C=O)C.CCOC(C)=O. The product is [Br:17][C:12]1[CH:11]=[CH:10][C:9]2[N:8]([CH2:19][CH2:20][CH:21]3[CH2:22][O:23]3)[C:7]3[C:15]([C:14]=2[CH:13]=1)=[CH:16][C:4]([Br:3])=[CH:5][CH:6]=3. The yield is 0.979. (2) The reactants are [NH:1]1[CH2:5][CH2:4][CH:3]([NH:6][C:7](=[O:13])[O:8][C:9]([CH3:12])([CH3:11])[CH3:10])[CH2:2]1.[Cl:14][C:15]1[CH:20]=[CH:19][C:18](I)=[CH:17][N:16]=1. No catalyst specified. The product is [Cl:14][C:15]1[N:16]=[CH:17][C:18]([N:1]2[CH2:5][CH2:4][CH:3]([NH:6][C:7](=[O:13])[O:8][C:9]([CH3:10])([CH3:12])[CH3:11])[CH2:2]2)=[CH:19][CH:20]=1. The yield is 0.480. (3) The reactants are [CH3:1][CH2:2][O:3][C:4](/[CH:6]=[CH:7]/[CH2:8]P(OCC)(OCC)=O)=[O:5].C([Li])CCC.[CH:22](=O)[C:23]1[CH:28]=[CH:27][CH:26]=[CH:25][CH:24]=1.[Cl-].[NH4+]. The catalyst is O1CCCC1. The product is [C:23]1(/[CH:22]=[CH:8]/[CH:7]=[CH:6]/[C:4]([O:3][CH2:2][CH3:1])=[O:5])[CH:28]=[CH:27][CH:26]=[CH:25][CH:24]=1. The yield is 0.820. (4) The reactants are [H-].[Al+3].[Li+].[H-].[H-].[H-].[CH3:7][C:8]1[CH:17]=[CH:16][C:11]([C:12](OC)=[O:13])=[CH:10][N:9]=1.CCOC(C)=O.O. The catalyst is C1COCC1.C(OCC)C. The product is [CH3:7][C:8]1[N:9]=[CH:10][C:11]([CH2:12][OH:13])=[CH:16][CH:17]=1. The yield is 0.620.